From a dataset of Forward reaction prediction with 1.9M reactions from USPTO patents (1976-2016). Predict the product of the given reaction. (1) The product is: [CH3:1][NH:2][C:3]1[C:8]([NH2:9])=[CH:7][CH:6]=[C:5]([C:12]2[CH:21]=[CH:20][C:19]3[C:14](=[CH:15][CH:16]=[CH:17][CH:18]=3)[CH:13]=2)[N:4]=1. Given the reactants [CH3:1][NH:2][C:3]1[C:8]([N+:9]([O-])=O)=[CH:7][CH:6]=[C:5]([C:12]2[CH:21]=[CH:20][C:19]3[C:14](=[CH:15][CH:16]=[CH:17][CH:18]=3)[CH:13]=2)[N:4]=1, predict the reaction product. (2) The product is: [Cl:9][C:10]1[CH:11]=[C:12]([NH:24][C:25]2[C:34]3[C:29](=[CH:30][CH:31]=[CH:32][C:33]=3[O:35][CH2:36][CH2:37][N:38]([CH3:39])[C:6]([CH:2]3[CH2:3][CH2:4][CH2:5][O:1]3)=[O:8])[N:28]=[CH:27][N:26]=2)[CH:13]=[CH:14][C:15]=1[O:16][CH2:17][C:18]1[CH:23]=[CH:22][CH:21]=[CH:20][N:19]=1. Given the reactants [O:1]1[CH2:5][CH2:4][CH2:3][CH:2]1[C:6]([OH:8])=O.[Cl:9][C:10]1[CH:11]=[C:12]([NH:24][C:25]2[C:34]3[C:29](=[CH:30][CH:31]=[CH:32][C:33]=3[O:35][CH2:36][CH2:37][NH:38][CH3:39])[N:28]=[CH:27][N:26]=2)[CH:13]=[CH:14][C:15]=1[O:16][CH2:17][C:18]1[CH:23]=[CH:22][CH:21]=[CH:20][N:19]=1, predict the reaction product. (3) Given the reactants C(P(C(C)(C)C)C(C)(C)C)(C)(C)C.C(N(C(C)C)CC)(C)C.[CH3:23][O:24][C:25](=[O:34])[C:26]1[CH:31]=[C:30](Br)[CH:29]=[CH:28][C:27]=1[F:33].[C:35]([C:37]1[CH:38]=[N:39][CH:40]=[C:41]([CH:44]=1)[C:42]#[N:43])#[CH:36], predict the reaction product. The product is: [CH3:23][O:24][C:25](=[O:34])[C:26]1[CH:31]=[C:30]([C:36]#[C:35][C:37]2[CH:38]=[N:39][CH:40]=[C:41]([C:42]#[N:43])[CH:44]=2)[CH:29]=[CH:28][C:27]=1[F:33].